This data is from Catalyst prediction with 721,799 reactions and 888 catalyst types from USPTO. The task is: Predict which catalyst facilitates the given reaction. (1) Reactant: [H-].[Na+].C(OP([CH2:11][C:12](=[O:17])[N:13]([O:15][CH3:16])[CH3:14])(=O)OCC)C.[NH:18]1[C:26]2[C:21](=[CH:22][C:23]([CH:27]=O)=[CH:24][CH:25]=2)[CH:20]=[CH:19]1.N1C2C(=CC=CC=2)C=C1. Product: [CH3:16][O:15][N:13]([CH3:14])[C:12](=[O:17])[CH:11]=[CH:27][C:23]1[CH:22]=[C:21]2[C:26](=[CH:25][CH:24]=1)[NH:18][CH:19]=[CH:20]2. The catalyst class is: 1. (2) Reactant: Cl[C:2]1[C:7]([N+:8]([O-:10])=[O:9])=[C:6]([NH:11][CH2:12][C:13]2[O:17][N:16]=[C:15]([C:18]3[CH:23]=[CH:22][C:21]([F:24])=[CH:20][CH:19]=3)[CH:14]=2)[C:5]([CH3:25])=[C:4]([CH3:26])[N:3]=1.C(N(CC)CC)C.[CH3:34][O:35][C:36]1[CH:52]=[CH:51][C:39]([CH2:40][NH:41][CH2:42][C:43]2[CH:48]=[CH:47][C:46]([O:49][CH3:50])=[CH:45][CH:44]=2)=[CH:38][CH:37]=1. Product: [F:24][C:21]1[CH:22]=[CH:23][C:18]([C:15]2[CH:14]=[C:13]([CH2:12][NH:11][C:6]3[C:5]([CH3:25])=[C:4]([CH3:26])[N:3]=[C:2]([N:41]([CH2:40][C:39]4[CH:38]=[CH:37][C:36]([O:35][CH3:34])=[CH:52][CH:51]=4)[CH2:42][C:43]4[CH:44]=[CH:45][C:46]([O:49][CH3:50])=[CH:47][CH:48]=4)[C:7]=3[N+:8]([O-:10])=[O:9])[O:17][N:16]=2)=[CH:19][CH:20]=1. The catalyst class is: 11. (3) Product: [C:1]([C:4]1[C:22](=[O:23])[C@@:8]2([CH3:24])[C:9]3[C:15]([OH:16])=[CH:14][C:13]([O:17][CH3:18])=[C:12]([C:19]([NH:21][CH2:37][C:34]4[C:35]5[C:30](=[CH:29][CH:28]=[C:27]([F:26])[CH:36]=5)[CH:31]=[CH:32][C:33]=4[CH3:39])=[O:20])[C:10]=3[O:11][C:7]2=[CH:6][C:5]=1[OH:25])(=[O:3])[CH3:2]. Reactant: [C:1]([C:4]1[C:22](=[O:23])[C@@:8]2([CH3:24])[C:9]3[C:15]([OH:16])=[CH:14][C:13]([O:17][CH3:18])=[C:12]([C:19]([NH2:21])=[O:20])[C:10]=3[O:11][C:7]2=[CH:6][C:5]=1[OH:25])(=[O:3])[CH3:2].[F:26][C:27]1[CH:36]=[C:35]2[C:30]([CH:31]=[CH:32][C:33]([CH3:39])=[C:34]2[CH:37]=O)=[CH:29][CH:28]=1.C([SiH](CC)CC)C.FC(F)(F)C(O)=O. The catalyst class is: 10.